The task is: Regression/Classification. Given a drug SMILES string, predict its absorption, distribution, metabolism, or excretion properties. Task type varies by dataset: regression for continuous measurements (e.g., permeability, clearance, half-life) or binary classification for categorical outcomes (e.g., BBB penetration, CYP inhibition). Dataset: cyp1a2_veith.. This data is from CYP1A2 inhibition data for predicting drug metabolism from PubChem BioAssay. The molecule is c1cn(-c2ccnc(-c3ccc4c(c3)OCO4)n2)cn1. The result is 1 (inhibitor).